This data is from Forward reaction prediction with 1.9M reactions from USPTO patents (1976-2016). The task is: Predict the product of the given reaction. (1) Given the reactants [C:1]([CH:5]1[C:13]2[C:8](=[CH:9][CH:10]=[CH:11][C:12]=2[O:14]COC)[CH2:7][O:6]1)([CH3:4])([CH3:3])[CH3:2].Cl, predict the reaction product. The product is: [C:1]([CH:5]1[C:13]2[C:12]([OH:14])=[CH:11][CH:10]=[CH:9][C:8]=2[CH2:7][O:6]1)([CH3:4])([CH3:2])[CH3:3]. (2) Given the reactants [Br:1][C:2]1[CH:3]=[C:4]([CH:8]=[CH:9][C:10]=1[Cl:11])[C:5]([OH:7])=[O:6].C(=O)([O-])[O-].[Cs+].[Cs+].I[CH2:19][CH3:20], predict the reaction product. The product is: [Br:1][C:2]1[CH:3]=[C:4]([CH:8]=[CH:9][C:10]=1[Cl:11])[C:5]([O:7][CH2:19][CH3:20])=[O:6]. (3) Given the reactants [CH:1]1[C:10]2[C:5](=[CH:6][CH:7]=[CH:8][CH:9]=2)[CH:4]=[CH:3][C:2]=1[C:11]1O[C:15](=O)[C:14]([C:18]#[N:19])=[C:13]([N:20]2[CH2:25][CH2:24][CH2:23][CH2:22][CH2:21]2)[CH:12]=1.[H-].[Na+], predict the reaction product. The product is: [CH:1]1[C:10]2[C:5](=[CH:6][CH:7]=[CH:8][CH:9]=2)[CH:4]=[CH:3][C:2]=1[C:11]1[C:12]2[CH2:11][C:2]3[C:1](=[CH:10][CH:5]=[CH:4][CH:3]=3)[C:15]=2[C:14]([C:18]#[N:19])=[C:13]([N:20]2[CH2:25][CH2:24][CH2:23][CH2:22][CH2:21]2)[CH:12]=1.